This data is from Forward reaction prediction with 1.9M reactions from USPTO patents (1976-2016). The task is: Predict the product of the given reaction. (1) The product is: [CH3:1][O:2][C:3]1[CH:4]=[CH:5][C:6]2[S:11](=[O:13])(=[O:12])[NH:10][NH:9][CH2:8][C:7]=2[CH:14]=1. Given the reactants [CH3:1][O:2][C:3]1[CH:4]=[CH:5][C:6]2[S:11](=[O:13])(=[O:12])[NH:10][N:9]=[CH:8][C:7]=2[CH:14]=1, predict the reaction product. (2) Given the reactants [CH2:1]([NH2:3])[CH3:2].[OH:4][C:5]1[CH:12]=[CH:11][C:8]([CH:9]=O)=[CH:7][CH:6]=1, predict the reaction product. The product is: [CH2:1]([NH:3][CH2:9][C:8]1[CH:11]=[CH:12][C:5]([OH:4])=[CH:6][CH:7]=1)[CH3:2]. (3) Given the reactants Br[C:2]1[CH:7]=[CH:6][CH:5]=[C:4]([Br:8])[N:3]=1.[C:9]([Cu])#[N:10], predict the reaction product. The product is: [Br:8][C:4]1[N:3]=[C:2]([C:9]#[N:10])[CH:7]=[CH:6][CH:5]=1. (4) Given the reactants [C:1]([O:5][C:6](=[O:20])[NH:7][C:8]1[CH:13]=[CH:12][C:11]([N:14]2[CH2:19][CH2:18][NH:17][CH2:16][CH2:15]2)=[CH:10][CH:9]=1)([CH3:4])([CH3:3])[CH3:2].[CH3:21][C:22]1[N:26]=[C:25]([C:27]2[CH:28]=[C:29]([CH:32]=[CH:33][CH:34]=2)[CH:30]=O)[O:24][N:23]=1.C(O)(=O)C.C(O[BH-](OC(=O)C)OC(=O)C)(=O)C.[Na+], predict the reaction product. The product is: [C:1]([O:5][C:6](=[O:20])[NH:7][C:8]1[CH:9]=[CH:10][C:11]([N:14]2[CH2:15][CH2:16][N:17]([CH2:30][C:29]3[CH:32]=[CH:33][CH:34]=[C:27]([C:25]4[O:24][N:23]=[C:22]([CH3:21])[N:26]=4)[CH:28]=3)[CH2:18][CH2:19]2)=[CH:12][CH:13]=1)([CH3:4])([CH3:2])[CH3:3]. (5) Given the reactants Cl[S:2]([C:5]1[CH:13]=[CH:12][C:8]([C:9]([OH:11])=[O:10])=[CH:7][CH:6]=1)(=[O:4])=[O:3].[CH3:14][N:15]([CH3:19])[CH2:16][CH2:17][NH2:18].Cl, predict the reaction product. The product is: [CH3:14][N:15]([CH3:19])[CH2:16][CH2:17][NH:18][S:2]([C:5]1[CH:13]=[CH:12][C:8]([C:9]([OH:11])=[O:10])=[CH:7][CH:6]=1)(=[O:4])=[O:3]. (6) Given the reactants [CH2:1]([C@@:4]1([O:28][CH2:29][C:30]2[CH:35]=[CH:34][CH:33]=[CH:32][CH:31]=2)[C@@H:8]([CH2:9][O:10][CH2:11][C:12]2[CH:17]=[CH:16][CH:15]=[CH:14][CH:13]=2)[O:7][C@@H:6]([N:18]2[CH:26]=[C:24]([CH3:25])[C:22](=[O:23])[NH:21][C:19]2=[O:20])[C@H:5]1[OH:27])[CH:2]=C.I([O-])(=O)(=O)=[O:37].[Na+].C(O)(C)(C)C, predict the reaction product. The product is: [CH2:29]([O:28][C@:4]1([CH2:1][CH2:2][OH:37])[C@@H:8]([CH2:9][O:10][CH2:11][C:12]2[CH:13]=[CH:14][CH:15]=[CH:16][CH:17]=2)[O:7][C@@H:6]([N:18]2[CH:26]=[C:24]([CH3:25])[C:22](=[O:23])[NH:21][C:19]2=[O:20])[C@H:5]1[OH:27])[C:30]1[CH:35]=[CH:34][CH:33]=[CH:32][CH:31]=1. (7) Given the reactants [NH:1]1[CH2:6][CH2:5][O:4][CH2:3][CH2:2]1.C(Cl)Cl.[CH3:10][O:11][C:12]1[CH:17]=[CH:16][C:15]([P:18]2(=S)[S:21]P(C3C=CC(OC)=CC=3)(=S)[S:19]2)=[CH:14][CH:13]=1, predict the reaction product. The product is: [CH3:10][O:11][C:12]1[CH:13]=[CH:14][C:15]([P:18]([S-:21])([N:1]2[CH2:6][CH2:5][O:4][CH2:3][CH2:2]2)=[S:19])=[CH:16][CH:17]=1.[CH2:2]1[NH2+:1][CH2:6][CH2:5][O:4][CH2:3]1. (8) Given the reactants O1CCOCC1.Cl[C:8]1[CH:13]=[C:12]([CH:14]([S:23][C:24]2[CH:29]=[CH:28][C:27]([Cl:30])=[CH:26][CH:25]=2)[C:15]2[CH:20]=[C:19]([F:21])[CH:18]=[CH:17][C:16]=2[F:22])[C:11]([Cl:31])=[CH:10][N:9]=1.[NH2:32][CH2:33][C:34]1[CH:39]=[CH:38][N:37]=[CH:36][CH:35]=1, predict the reaction product. The product is: [Cl:31][C:11]1[C:12]([CH:14]([S:23][C:24]2[CH:25]=[CH:26][C:27]([Cl:30])=[CH:28][CH:29]=2)[C:15]2[CH:20]=[C:19]([F:21])[CH:18]=[CH:17][C:16]=2[F:22])=[CH:13][C:8]([NH:32][CH2:33][C:34]2[CH:39]=[CH:38][N:37]=[CH:36][CH:35]=2)=[N:9][CH:10]=1. (9) Given the reactants [Br:1]N1C(=O)CCC1=O.[Cl:9][C:10]([F:29])([F:28])[C:11]([C:17]1[CH:23]=[CH:22][C:20]([NH2:21])=[C:19]([O:24][CH:25]([F:27])[F:26])[CH:18]=1)([F:16])[C:12]([F:15])([F:14])[F:13].[OH-].[Na+], predict the reaction product. The product is: [Br:1][C:22]1[CH:23]=[C:17]([C:11]([C:10]([Cl:9])([F:28])[F:29])([F:16])[C:12]([F:15])([F:14])[F:13])[CH:18]=[C:19]([O:24][CH:25]([F:26])[F:27])[C:20]=1[NH2:21].